Task: Predict the product of the given reaction.. Dataset: Forward reaction prediction with 1.9M reactions from USPTO patents (1976-2016) (1) The product is: [Br:8][C:6]1[CH:5]=[CH:4][N:3]2[C:10]3[CH2:11][N:12]([C:17]([O:19][C:20]([CH3:23])([CH3:22])[CH3:21])=[O:18])[CH2:13][CH2:14][C:15]=3[N:1]=[C:2]2[CH:7]=1. Given the reactants [NH2:1][C:2]1[CH:7]=[C:6]([Br:8])[CH:5]=[CH:4][N:3]=1.Br[CH:10]1[C:15](=O)[CH2:14][CH2:13][N:12]([C:17]([O:19][C:20]([CH3:23])([CH3:22])[CH3:21])=[O:18])[CH2:11]1, predict the reaction product. (2) Given the reactants C(NC(C)C)(C)C.C([Li])CCC.[Cl:13][C:14]1[CH:19]=[CH:18][C:17]([Cl:20])=[CH:16][N:15]=1.[C:21]([C:23]1[CH:24]=[CH:25][C:26]([F:31])=[C:27]([CH:30]=1)[CH:28]=[O:29])#[N:22].[Cl-].[NH4+], predict the reaction product. The product is: [Cl:13][C:14]1[CH:19]=[C:18]([CH:28]([OH:29])[C:27]2[CH:30]=[C:23]([CH:24]=[CH:25][C:26]=2[F:31])[C:21]#[N:22])[C:17]([Cl:20])=[CH:16][N:15]=1.